This data is from Full USPTO retrosynthesis dataset with 1.9M reactions from patents (1976-2016). The task is: Predict the reactants needed to synthesize the given product. Given the product [CH2:16]([N:18]([CH2:19][CH3:20])[C:48](=[O:50])[CH2:47][CH2:46][C:43]1[CH:42]=[CH:41][C:40]([NH:39][C:36]2[N:37]=[CH:38][C:33]([C:30]3[CH:31]=[CH:32][C:27]([O:26][CH3:25])=[CH:28][CH:29]=3)=[CH:34][N:35]=2)=[CH:45][CH:44]=1)[CH3:17], predict the reactants needed to synthesize it. The reactants are: COC1C=CC(C2C=NC(N)=NC=2)=CC=1.[CH2:16]([NH:18][CH2:19][CH3:20])[CH3:17].C(Cl)CCl.[CH3:25][O:26][C:27]1[CH:32]=[CH:31][C:30]([C:33]2[CH:34]=[N:35][C:36]([NH:39][C:40]3[CH:45]=[CH:44][C:43]([CH2:46][CH2:47][C:48]([OH:50])=O)=[CH:42][CH:41]=3)=[N:37][CH:38]=2)=[CH:29][CH:28]=1.[NH4+].[Cl-].